Dataset: Forward reaction prediction with 1.9M reactions from USPTO patents (1976-2016). Task: Predict the product of the given reaction. (1) Given the reactants Cl.[CH3:2][C:3]1[C:4]([O:9][C:10]2[CH:15]=[CH:14][CH:13]=[C:12]([CH:16]=[C:17]3[CH2:22][CH2:21][NH:20][CH2:19][CH2:18]3)[CH:11]=2)=[N:5][CH:6]=[CH:7][CH:8]=1.[N:23]1[CH:28]=[CH:27][CH:26]=[C:25]([NH:29][C:30](=O)[O:31]C2C=CC=CC=2)[CH:24]=1.C(N(CC)CC)C, predict the reaction product. The product is: [CH3:2][C:3]1[C:4]([O:9][C:10]2[CH:11]=[C:12]([CH:13]=[CH:14][CH:15]=2)[CH:16]=[C:17]2[CH2:22][CH2:21][N:20]([C:30]([NH:29][C:25]3[CH:24]=[N:23][CH:28]=[CH:27][CH:26]=3)=[O:31])[CH2:19][CH2:18]2)=[N:5][CH:6]=[CH:7][CH:8]=1. (2) Given the reactants [O:1]=[C:2]1[C:7]([C:8]#N)=[CH:6][CH:5]=[N:4][NH:3]1.OS(O)(=O)=O.C([O-])([O-])=[O:16].[Na+].[Na+].[CH2:21]([OH:23])[CH3:22], predict the reaction product. The product is: [CH2:21]([O:23][C:8]([C:7]1[C:2](=[O:1])[NH:3][N:4]=[CH:5][CH:6]=1)=[O:16])[CH3:22]. (3) Given the reactants CC1[O:3][C@H:4]([C:10]([O:12]C)=[O:11])[C@H:5]([CH2:7][CH2:8][CH3:9])[N:6]=1.[ClH:14], predict the reaction product. The product is: [ClH:14].[NH2:6][C@@H:5]([CH2:7][CH2:8][CH3:9])[C@H:4]([OH:3])[C:10]([OH:12])=[O:11]. (4) Given the reactants B(F)(F)F.CCOCC.[Cl:10][C:11]1[CH:12]=[C:13]2[C:17](=[CH:18][C:19]=1[F:20])[NH:16][C:15]([C:21]([O:23][CH2:24][CH3:25])=[O:22])=[CH:14]2.[CH3:26][C:27]1[CH:28]=[C:29]([S:34]N2C(=O)CCC2=O)[CH:30]=[C:31]([CH3:33])[CH:32]=1.ClCCl, predict the reaction product. The product is: [Cl:10][C:11]1[CH:12]=[C:13]2[C:17](=[CH:18][C:19]=1[F:20])[NH:16][C:15]([C:21]([O:23][CH2:24][CH3:25])=[O:22])=[C:14]2[S:34][C:29]1[CH:30]=[C:31]([CH3:33])[CH:32]=[C:27]([CH3:26])[CH:28]=1.